This data is from Tox21: 12 toxicity assays (nuclear receptors and stress response pathways). The task is: Binary classification across 12 toxicity assays. (1) The compound is CCN(Cc1c(F)cccc1Cl)c1c([N+](=O)[O-])cc(C(F)(F)F)cc1[N+](=O)[O-]. It tested positive (active) for: NR-Aromatase (Aromatase enzyme inhibition), NR-ER (Estrogen Receptor agonist activity), and SR-MMP (Mitochondrial Membrane Potential disruption). (2) The compound is Nc1ccc(N)c([N+](=O)[O-])c1. It tested positive (active) for: NR-AhR (Aryl hydrocarbon Receptor agonist activity), SR-ARE (Antioxidant Response Element (oxidative stress)), and SR-MMP (Mitochondrial Membrane Potential disruption). (3) The molecule is CC(C)Oc1cc(-n2nc(C(C)(C)C)oc2=O)c(Cl)cc1Cl. It tested positive (active) for: SR-ARE (Antioxidant Response Element (oxidative stress)), and SR-MMP (Mitochondrial Membrane Potential disruption).